Dataset: Reaction yield outcomes from USPTO patents with 853,638 reactions. Task: Predict the reaction yield, written as a fraction of the theoretical maximum amount of product (1.0 means a 100% yield; for example, 0.34 means a 34% yield). (1) The reactants are [O:1]1[CH:6]=[CH:5][CH2:4][CH2:3][CH:2]1[C:7]([C:9]1[C:14]([N+:15]([O-])=O)=[C:13]([NH2:18])[N:12]=[C:11]([C:19]2[CH:24]=[CH:23][CH:22]=[C:21]([CH2:25][OH:26])[CH:20]=2)[N:10]=1)=[O:8].NN. The catalyst is CO.[Ni]. The product is [O:1]1[CH:6]=[CH:5][CH2:4][CH2:3][CH:2]1[C:7]([C:9]1[C:14]([NH2:15])=[C:13]([NH2:18])[N:12]=[C:11]([C:19]2[CH:24]=[CH:23][CH:22]=[C:21]([CH2:25][OH:26])[CH:20]=2)[N:10]=1)=[O:8]. The yield is 0.730. (2) The yield is 0.490. The product is [Cl:6][C:7]1[CH:15]=[C:14]2[C:10]([C:11](/[CH:16]=[CH:25]/[N+:22]([O-:24])=[O:23])=[CH:12][NH:13]2)=[CH:9][C:8]=1[C:18]([F:21])([F:20])[F:19]. No catalyst specified. The reactants are C([O-])(=O)C.[NH4+].[Cl:6][C:7]1[CH:15]=[C:14]2[C:10]([C:11]([CH:16]=O)=[CH:12][NH:13]2)=[CH:9][C:8]=1[C:18]([F:21])([F:20])[F:19].[N+:22]([CH3:25])([O-:24])=[O:23]. (3) The reactants are [CH2:1]([N:5]([S:15]([C:18]1[CH:23]=[CH:22][C:21]([N+:24]([O-:26])=[O:25])=[CH:20][CH:19]=1)(=[O:17])=[O:16])[C@H:6]([C:12]([OH:14])=[O:13])[CH2:7][CH2:8][CH2:9][CH2:10][NH2:11])[CH:2]([CH3:4])[CH3:3].[CH3:27][O:28][C:29]1[CH:30]=[C:31]([CH:37]=[CH:38][C:39]=1[O:40][CH3:41])[CH:32]=[CH:33][C:34](O)=[O:35]. No catalyst specified. The product is [CH2:1]([N:5]([S:15]([C:18]1[CH:23]=[CH:22][C:21]([N+:24]([O-:26])=[O:25])=[CH:20][CH:19]=1)(=[O:17])=[O:16])[C@H:6]([C:12]([OH:14])=[O:13])[CH2:7][CH2:8][CH2:9][CH2:10][NH:11][C:34](=[O:35])[CH:33]=[CH:32][C:31]1[CH:37]=[CH:38][C:39]([O:40][CH3:41])=[C:29]([O:28][CH3:27])[CH:30]=1)[CH:2]([CH3:4])[CH3:3]. The yield is 0.730. (4) The reactants are [S:1](N)([NH2:4])(=[O:3])=[O:2].[CH3:6][NH:7][CH2:8][CH2:9][CH2:10][CH2:11][CH2:12][CH3:13]. The catalyst is COCCOC. The product is [CH2:8]([N:7]([CH3:6])[S:1]([NH2:4])(=[O:3])=[O:2])[CH2:9][CH2:10][CH2:11][CH2:12][CH3:13]. The yield is 0.520. (5) The reactants are Br[C:2]1[CH:18]=[CH:17][C:5]([CH2:6][N:7]2[CH2:12][CH2:11][N:10]([C:13](=[O:16])[CH:14]=[CH2:15])[CH2:9][CH2:8]2)=[CH:4][CH:3]=1.[Cl:19][C:20]1[CH:25]=[CH:24][C:23]([OH:26])=[CH:22][C:21]=1B(O)O. The catalyst is O1CCOCC1.C(Cl)Cl.C1C=CC(P(C2C=CC=CC=2)[C-]2C=CC=C2)=CC=1.C1C=CC(P(C2C=CC=CC=2)[C-]2C=CC=C2)=CC=1.Cl[Pd]Cl.[Fe+2]. The product is [Cl:19][C:20]1[CH:25]=[CH:24][C:23]([OH:26])=[CH:22][C:21]=1[C:2]1[CH:18]=[CH:17][C:5]([CH2:6][N:7]2[CH2:12][CH2:11][N:10]([C:13](=[O:16])[CH:14]=[CH2:15])[CH2:9][CH2:8]2)=[CH:4][CH:3]=1. The yield is 0.230.